Dataset: Catalyst prediction with 721,799 reactions and 888 catalyst types from USPTO. Task: Predict which catalyst facilitates the given reaction. (1) Reactant: [CH3:1][N:2]1[C:6]([C:7](=[O:23])[NH:8][C:9]2[CH:14]=[CH:13][N:12]3[N:15]=[C:16]([N:18]4[CH2:22][CH2:21][CH2:20][CH2:19]4)[N:17]=[C:11]3[CH:10]=2)=[C:5]([C:24](O)=[O:25])[CH:4]=[N:3]1.[NH:27]1[CH2:32][CH2:31][O:30][CH2:29][CH2:28]1.CCCP(=O)=O.C(N(CC)C(C)C)(C)C. Product: [N:18]1([C:16]2[N:17]=[C:11]3[CH:10]=[C:9]([NH:8][C:7]([C:6]4[N:2]([CH3:1])[N:3]=[CH:4][C:5]=4[C:24]([N:27]4[CH2:32][CH2:31][O:30][CH2:29][CH2:28]4)=[O:25])=[O:23])[CH:14]=[CH:13][N:12]3[N:15]=2)[CH2:22][CH2:21][CH2:20][CH2:19]1. The catalyst class is: 7. (2) Reactant: Br[CH2:2][C:3]([C:5]1[CH:10]=[C:9]([C:11]([CH3:14])([CH3:13])[CH3:12])[C:8]([OH:15])=[C:7]([C:16]([CH3:19])([CH3:18])[CH3:17])[CH:6]=1)=[O:4].[I-:20].[Na+].CCCCCC. Product: [OH:15][C:8]1[C:9]([C:11]([CH3:14])([CH3:13])[CH3:12])=[CH:10][C:5]([C:3](=[O:4])[CH2:2][I:20])=[CH:6][C:7]=1[C:16]([CH3:19])([CH3:18])[CH3:17]. The catalyst class is: 57. (3) Reactant: Br[C:2]1[CH:3]=[CH:4][C:5]([N+:31]([O-])=O)=[C:6]2[C:11]=1[NH:10][CH:9]=[C:8]([C:12]([NH:14][C:15]1[CH:20]=[C:19]([OH:21])[C:18]([C:22]([CH3:25])([CH3:24])[CH3:23])=[CH:17][C:16]=1[C:26]([CH3:29])([CH3:28])[CH3:27])=[O:13])[C:7]2=[O:30].Cl. Product: [NH2:31][C:5]1[CH:4]=[CH:3][CH:2]=[C:11]2[C:6]=1[C:7](=[O:30])[C:8]([C:12]([NH:14][C:15]1[CH:20]=[C:19]([OH:21])[C:18]([C:22]([CH3:23])([CH3:24])[CH3:25])=[CH:17][C:16]=1[C:26]([CH3:29])([CH3:28])[CH3:27])=[O:13])=[CH:9][NH:10]2. The catalyst class is: 350. (4) Reactant: [F:1][C:2]([F:23])([F:22])[C:3]1[CH:4]=[C:5]([CH:15]=[C:16]([C:18]([F:21])([F:20])[F:19])[CH:17]=1)[C:6]([N:8]1[CH2:13][CH2:12][C:11](=O)[CH2:10][CH2:9]1)=[O:7].[Cl:24][C:25]1[CH:31]=[CH:30][C:28]([NH2:29])=[CH:27][CH:26]=1.C(O[BH-](OC(=O)C)OC(=O)C)(=O)C.[Na+].[OH-].[Na+]. Product: [F:1][C:2]([F:23])([F:22])[C:3]1[CH:4]=[C:5]([C:6]([N:8]2[CH2:13][CH2:12][CH:11]([NH:29][C:28]3[CH:30]=[CH:31][C:25]([Cl:24])=[CH:26][CH:27]=3)[CH2:10][CH2:9]2)=[O:7])[CH:15]=[C:16]([C:18]([F:21])([F:20])[F:19])[CH:17]=1. The catalyst class is: 478. (5) Reactant: [Cl:1][C:2]1[CH:7]=[CH:6][C:5]([CH2:8][NH:9][C:10]([C:12]2[CH:20]=[CH:19][CH:18]=[CH:17][C:13]=2[C:14](O)=[O:15])=[O:11])=[CH:4][C:3]=1[OH:21].[Cl:22][C:23]1[CH:24]=[C:25]([CH:28]=[C:29](F)[CH:30]=1)[C:26]#[N:27].C([O-])([O-])=O.[K+].[K+]. Product: [Cl:22][C:23]1[CH:24]=[C:25]([CH:28]=[C:29]([O:21][C:3]2[CH:4]=[C:5]([CH2:8][N:9]3[C:10](=[O:11])[C:12]4[C:13](=[CH:17][CH:18]=[CH:19][CH:20]=4)[C:14]3=[O:15])[CH:6]=[CH:7][C:2]=2[Cl:1])[CH:30]=1)[C:26]#[N:27]. The catalyst class is: 37. (6) Reactant: C(OC([N:8]1[CH2:13][CH2:12][N:11]([C:14]2[C:19]([C:20]3[CH:25]=[CH:24][C:23]([O:26][CH2:27][CH3:28])=[CH:22][CH:21]=3)=[N:18][CH:17]=[CH:16][N:15]=2)[CH2:10][CH2:9]1)=O)(C)(C)C.Cl. Product: [CH2:27]([O:26][C:23]1[CH:24]=[CH:25][C:20]([C:19]2[C:14]([N:11]3[CH2:10][CH2:9][NH:8][CH2:13][CH2:12]3)=[N:15][CH:16]=[CH:17][N:18]=2)=[CH:21][CH:22]=1)[CH3:28]. The catalyst class is: 258. (7) Reactant: [CH:1]([C:3]1[CH:24]=[CH:23][CH:22]=[CH:21][C:4]=1[O:5][CH2:6][CH2:7][N:8]1[C:16]2[C:11](=[CH:12][CH:13]=[C:14]([C:17]([O:19][CH3:20])=[O:18])[CH:15]=2)[CH:10]=[CH:9]1)=O.[NH:25]1[CH2:30][CH2:29][O:28][CH2:27][CH2:26]1.[BH-](OC(C)=O)(OC(C)=O)OC(C)=O.[Na+]. Product: [O:28]1[CH2:29][CH2:30][N:25]([CH2:1][C:3]2[CH:24]=[CH:23][CH:22]=[CH:21][C:4]=2[O:5][CH2:6][CH2:7][N:8]2[C:16]3[C:11](=[CH:12][CH:13]=[C:14]([C:17]([O:19][CH3:20])=[O:18])[CH:15]=3)[CH:10]=[CH:9]2)[CH2:26][CH2:27]1. The catalyst class is: 26.